This data is from Forward reaction prediction with 1.9M reactions from USPTO patents (1976-2016). The task is: Predict the product of the given reaction. (1) Given the reactants [Br:1][C:2]1[C:7]2[NH:8][C:9](=O)[O:10][C:11](=[O:12])[C:6]=2[CH:5]=[C:4]([Cl:14])[CH:3]=1.[Cl:15][C:16]1[C:17]([N:22]2[C:26](C(Cl)=O)=[CH:25][C:24]([C:30]([F:33])([F:32])[F:31])=[N:23]2)=[N:18][CH:19]=[CH:20][CH:21]=1.N1C=CC=CC=1, predict the reaction product. The product is: [Br:1][C:2]1[C:7]2[N:8]=[C:9]([C:26]3[N:22]([C:17]4[C:16]([Cl:15])=[CH:21][CH:20]=[CH:19][N:18]=4)[N:23]=[C:24]([C:30]([F:31])([F:32])[F:33])[CH:25]=3)[O:10][C:11](=[O:12])[C:6]=2[CH:5]=[C:4]([Cl:14])[CH:3]=1. (2) Given the reactants CS(C)=O.C(Cl)(=O)C(Cl)=O.[OH:11][C@H:12]1[CH2:16][N:15]([C:17]([O:19][CH2:20][CH2:21][Si:22]([CH3:25])([CH3:24])[CH3:23])=[O:18])[C@H:14]([C:26]([O:28][CH3:29])=[O:27])[CH2:13]1.CCN(C(C)C)C(C)C, predict the reaction product. The product is: [O:11]=[C:12]1[CH2:16][N:15]([C:17]([O:19][CH2:20][CH2:21][Si:22]([CH3:24])([CH3:25])[CH3:23])=[O:18])[C@H:14]([C:26]([O:28][CH3:29])=[O:27])[CH2:13]1.